This data is from Peptide-MHC class II binding affinity with 134,281 pairs from IEDB. The task is: Regression. Given a peptide amino acid sequence and an MHC pseudo amino acid sequence, predict their binding affinity value. This is MHC class II binding data. (1) The peptide sequence is GELQIVDKIDAAQKI. The MHC is DRB1_0701 with pseudo-sequence DRB1_0701. The binding affinity (normalized) is 0.793. (2) The binding affinity (normalized) is 0.252. The peptide sequence is AEHQAIVRDVLAAGD. The MHC is HLA-DQA10201-DQB10202 with pseudo-sequence HLA-DQA10201-DQB10202. (3) The peptide sequence is GYKVLVLNPSVAAT. The MHC is HLA-DQA10101-DQB10501 with pseudo-sequence HLA-DQA10101-DQB10501. The binding affinity (normalized) is 0. (4) The peptide sequence is EKKYFAATQEEPLAA. The MHC is DRB1_0701 with pseudo-sequence DRB1_0701. The binding affinity (normalized) is 0.600. (5) The peptide sequence is SYVHVNGAKFIDTQN. The MHC is DRB4_0101 with pseudo-sequence DRB4_0103. The binding affinity (normalized) is 0.402. (6) The peptide sequence is IIFEANGNLIAPWYAFA. The binding affinity (normalized) is 0.243. The MHC is DRB1_0401 with pseudo-sequence DRB1_0401. (7) The peptide sequence is LSFLHLTRADLSYPSHC. The MHC is DRB1_0301 with pseudo-sequence DRB1_0301. The binding affinity (normalized) is 0.0549.